This data is from Reaction yield outcomes from USPTO patents with 853,638 reactions. The task is: Predict the reaction yield, written as a fraction of the theoretical maximum amount of product (1.0 means a 100% yield; for example, 0.34 means a 34% yield). (1) The reactants are [Br:1][C:2]1[CH:7]=[C:6]([CH2:8][NH:9][C:10]([C@@H:12]2[CH2:16][C@@H:15]([F:17])[CH2:14][NH:13]2)=[O:11])[CH:5]=[CH:4][N:3]=1.[F:18][C:19]1[CH:24]=[CH:23][C:22]([S:25](Cl)(=[O:27])=[O:26])=[CH:21][CH:20]=1.C(N(CC)CC)C. The catalyst is CN(C=O)C.C(Cl)Cl. The product is [Br:1][C:2]1[CH:7]=[C:6]([CH2:8][NH:9][C:10]([C@@H:12]2[CH2:16][C@@H:15]([F:17])[CH2:14][N:13]2[S:25]([C:22]2[CH:23]=[CH:24][C:19]([F:18])=[CH:20][CH:21]=2)(=[O:27])=[O:26])=[O:11])[CH:5]=[CH:4][N:3]=1. The yield is 0.570. (2) The reactants are [C:1]([O:4][C:5]1[CH:13]=[CH:12][C:11]([Cl:14])=[CH:10][C:6]=1[C:7]([OH:9])=O)(=[O:3])[CH3:2].[NH2:15][C:16]1[CH:21]=[CH:20][C:19]([N:22]2[C:26]([C:27]([F:30])([F:29])[F:28])=[CH:25][C:24]([C:31]([F:34])([F:33])[F:32])=[N:23]2)=[CH:18][CH:17]=1. No catalyst specified. The product is [C:1]([O:4][C:5]1[CH:13]=[CH:12][C:11]([Cl:14])=[CH:10][C:6]=1[C:7]([NH:15][C:16]1[CH:17]=[CH:18][C:19]([N:22]2[C:26]([C:27]([F:28])([F:29])[F:30])=[CH:25][C:24]([C:31]([F:34])([F:33])[F:32])=[N:23]2)=[CH:20][CH:21]=1)=[O:9])(=[O:3])[CH3:2]. The yield is 0.778. (3) The reactants are [C:1](Cl)(=[O:5])[C:2](Cl)=[O:3].CN(C=O)C.[C:12]1([CH3:18])[CH:17]=[CH:16][CH:15]=[CH:14][CH:13]=1. The catalyst is C1COCC1. The product is [O:3]=[C:2]([CH2:18][C:12]1[CH:17]=[CH:16][CH:15]=[CH:14][CH:13]=1)[CH:1]=[O:5]. The yield is 0.800. (4) The reactants are [Si:1]([O:8][C@@H:9]1[CH2:13][C@@H:12]([NH:14][C:15]2[N:20]=[C:19](Cl)[N:18]=[C:17]([NH:22][C@H:23]3[C:31]4[C:26](=[CH:27][CH:28]=[CH:29][CH:30]=4)[C:25]([CH3:33])([CH3:32])[CH2:24]3)[N:16]=2)[CH2:11][C@@H:10]1[CH2:34][OH:35])([C:4]([CH3:7])([CH3:6])[CH3:5])([CH3:3])[CH3:2]. The catalyst is CCO.[Pd].[OH-].[OH-].[Pd+2]. The product is [Si:1]([O:8][C@H:9]1[CH2:13][C@H:12]([NH:14][C:15]2[N:16]=[C:17]([NH:22][C@@H:23]3[C:31]4[C:26](=[CH:27][CH:28]=[CH:29][CH:30]=4)[C:25]([CH3:33])([CH3:32])[CH2:24]3)[N:18]=[CH:19][N:20]=2)[CH2:11][C@H:10]1[CH2:34][OH:35])([C:4]([CH3:7])([CH3:6])[CH3:5])([CH3:3])[CH3:2]. The yield is 0.350. (5) The reactants are [N:1]1([C:6]([O:8][C:9]([CH3:12])([CH3:11])[CH3:10])=[O:7])[CH2:5][CH:4]=[CH:3][CH2:2]1.C1C=C(Cl)C=C(C(OO)=[O:21])C=1. The catalyst is C(Cl)Cl. The product is [C:9]([O:8][C:6]([N:1]1[CH2:5][CH:4]2[CH:3]([O:21]2)[CH2:2]1)=[O:7])([CH3:12])([CH3:11])[CH3:10]. The yield is 0.590.